This data is from CYP2C9 inhibition data for predicting drug metabolism from PubChem BioAssay. The task is: Regression/Classification. Given a drug SMILES string, predict its absorption, distribution, metabolism, or excretion properties. Task type varies by dataset: regression for continuous measurements (e.g., permeability, clearance, half-life) or binary classification for categorical outcomes (e.g., BBB penetration, CYP inhibition). Dataset: cyp2c9_veith. The compound is O=[N+]([O-])c1cccc(-c2nc(-c3ccccc3)c(-c3cccs3)[nH]2)c1. The result is 0 (non-inhibitor).